Dataset: Reaction yield outcomes from USPTO patents with 853,638 reactions. Task: Predict the reaction yield, written as a fraction of the theoretical maximum amount of product (1.0 means a 100% yield; for example, 0.34 means a 34% yield). (1) The reactants are [F:1][C:2]1[CH:7]=[CH:6][C:5](/[CH:8]=[CH:9]/[C:10]2[CH:15]=[CH:14][C:13]([S:16]([C:19]3[N:26]=[CH:25][CH:24]=[CH:23][C:20]=3[CH:21]=O)(=[O:18])=[O:17])=[CH:12][CH:11]=2)=[CH:4][CH:3]=1.[CH3:27][C:28]([S:31]([NH2:33])=[O:32])(C)[CH3:29].C(OCC)(=O)C.[BH4-].[Na+]. The catalyst is O1CCCC1.[Cl-].[Na+].O.CO.[O-]CC.[Ti+4].[O-]CC.[O-]CC.[O-]CC. The product is [F:1][C:2]1[CH:7]=[CH:6][C:5](/[CH:8]=[CH:9]/[C:10]2[CH:15]=[CH:14][C:13]([S:16]([C:19]3[C:20]([CH2:21][NH:33][S:31]([CH:28]([CH3:29])[CH3:27])=[O:32])=[CH:23][CH:24]=[CH:25][N:26]=3)(=[O:18])=[O:17])=[CH:12][CH:11]=2)=[CH:4][CH:3]=1. The yield is 0.620. (2) The yield is 1.01. The reactants are [CH3:1][O:2][C:3]([CH2:5][C:6]#[N:7])=[O:4].[CH:8](=O)[CH2:9][CH:10]([CH3:12])[CH3:11].N1CCCCC1. The product is [CH3:1][O:2][C:3](=[O:4])[C:5]([C:6]#[N:7])=[CH:8][CH2:9][CH:10]([CH3:12])[CH3:11]. The catalyst is C1CCCCC1. (3) The reactants are [CH2:1]([O:3][C:4]([C:6]1[CH:7]2[N:23]([CH3:24])[CH:11]([CH2:12][C:13]=1[C:14]1[O:18][N:17]=[C:16]([CH2:19][CH2:20][CH2:21][OH:22])[CH:15]=1)[CH2:10][N:9]([C:25]([O:27][C:28]([CH3:31])([CH3:30])[CH3:29])=[O:26])[CH2:8]2)=[O:5])[CH3:2].N1C=CN=C1.[CH3:37][C:38]([Si:41](Cl)([CH3:43])[CH3:42])([CH3:40])[CH3:39]. The catalyst is CN(C=O)C.CCOC(C)=O. The product is [CH2:1]([O:3][C:4]([C:6]1[CH:7]2[N:23]([CH3:24])[CH:11]([CH2:12][C:13]=1[C:14]1[O:18][N:17]=[C:16]([CH2:19][CH2:20][CH2:21][O:22][Si:41]([C:38]([CH3:40])([CH3:39])[CH3:37])([CH3:43])[CH3:42])[CH:15]=1)[CH2:10][N:9]([C:25]([O:27][C:28]([CH3:30])([CH3:29])[CH3:31])=[O:26])[CH2:8]2)=[O:5])[CH3:2]. The yield is 0.550. (4) The reactants are [C:1]1([CH2:7][C:8](=[O:16])[CH2:9][C:10]2[CH:15]=[CH:14][CH:13]=[CH:12][CH:11]=2)[CH:6]=[CH:5][CH:4]=[CH:3][CH:2]=1.[C:17]1(=O)[C:27]2=[C:28]3[C:23](=[CH:24][CH:25]=[CH:26]2)[CH:22]=[CH:21][CH:20]=[C:19]3[C:18]1=O.[OH-].[K+]. The catalyst is C1(C)C=CC=CC=1.C(O)C. The product is [C:10]1([CH:9]2[CH:17]3[C:27]4[C:28]5[C:23](=[CH:22][CH:21]=[CH:20][C:19]=5[C:18]3=[C:7]([C:1]3[CH:6]=[CH:5][CH:4]=[CH:3][CH:2]=3)[C:8]2=[O:16])[CH:24]=[CH:25][CH:26]=4)[CH:11]=[CH:12][CH:13]=[CH:14][CH:15]=1. The yield is 0.960. (5) The reactants are [F:1][C:2]1[CH:3]=[C:4]([CH:13]2[CH2:18][CH:17]([C:19]([O:21]C)=[O:20])[CH2:16][CH2:15][N:14]2[C:23]([O:25][CH3:26])=[O:24])[CH:5]=[C:6]([F:12])[C:7]=1[C:8]([F:11])([F:10])[F:9].[Br-].[Li+].C(N(CC)CC)C.CC(OC)(C)C. The catalyst is C(#N)C.O. The product is [F:12][C:6]1[CH:5]=[C:4]([CH:13]2[CH2:18][CH:17]([C:19]([OH:21])=[O:20])[CH2:16][CH2:15][N:14]2[C:23]([O:25][CH3:26])=[O:24])[CH:3]=[C:2]([F:1])[C:7]=1[C:8]([F:9])([F:11])[F:10]. The yield is 0.860. (6) The reactants are C(OC([N:8]1[CH2:13][CH2:12][CH2:11][CH:10]([CH2:14][C:15]2[CH:20]=[CH:19][CH:18]=[CH:17][CH:16]=2)[CH2:9]1)=O)(C)(C)C.[ClH:21]. The catalyst is CO.O1CCOCC1. The product is [ClH:21].[CH2:14]([CH:10]1[CH2:11][CH2:12][CH2:13][NH:8][CH2:9]1)[C:15]1[CH:20]=[CH:19][CH:18]=[CH:17][CH:16]=1. The yield is 1.00. (7) The reactants are [O:1]1[C:5]2([CH2:10][CH2:9][C:8](=O)[CH2:7][CH2:6]2)[O:4][CH2:3][CH2:2]1.[C:12](=[O:15])([O-])[O-].[NH4+:16].[NH4+:17].[C-]#N.[K+].[CH3:21][OH:22]. The catalyst is O. The product is [NH:16]1[C:8]2([CH2:9][CH2:10][C:5]3([O:4][CH2:3][CH2:2][O:1]3)[CH2:6][CH2:7]2)[C:21](=[O:22])[NH:17][C:12]1=[O:15]. The yield is 0.680.